Dataset: Reaction yield outcomes from USPTO patents with 853,638 reactions. Task: Predict the reaction yield, written as a fraction of the theoretical maximum amount of product (1.0 means a 100% yield; for example, 0.34 means a 34% yield). (1) The reactants are [CH3:1][C:2]1[C:10]([CH3:11])=[CH:9][CH:8]=[C:7]2[C:3]=1[CH:4]=[C:5]([C:17]([O:19]CC)=[O:18])[N:6]2[CH2:12][CH2:13][CH2:14][C:15]#[N:16].[OH-].[Na+]. The catalyst is O1CCOCC1. The product is [CH3:1][C:2]1[C:10]([CH3:11])=[CH:9][CH:8]=[C:7]2[C:3]=1[CH:4]=[C:5]([C:17]([OH:19])=[O:18])[N:6]2[CH2:12][CH2:13][CH2:14][C:15]#[N:16]. The yield is 0.920. (2) The catalyst is C1COCC1. The yield is 1.00. The reactants are [H-].[Al+3].[Li+].[H-].[H-].[H-].[F:7][C:8]1[N:13]=[CH:12][C:11]([C:14]([CH3:23])([CH3:22])[C:15](OC(C)(C)C)=[O:16])=[CH:10][CH:9]=1.CCOC(C)=O. The product is [F:7][C:8]1[N:13]=[CH:12][C:11]([C:14]([CH3:23])([CH3:22])[CH2:15][OH:16])=[CH:10][CH:9]=1. (3) The catalyst is O1CCCC1.CO. The product is [Br:9][C:6]1[NH:5][C:4]([C:1](=[O:3])[CH3:2])=[CH:8][CH:7]=1. The reactants are [C:1]([C:4]1[NH:5][CH:6]=[CH:7][CH:8]=1)(=[O:3])[CH3:2].[Br:9]N1C(=O)CCC1=O. The yield is 0.220. (4) The reactants are [CH3:1][N:2]([CH3:36])[C:3](=[O:35])[O:4][C:5]1[CH:10]=[CH:9][C:8]([CH:11]([OH:32])[CH2:12][CH2:13][O:14][Si:15]([C:28]([CH3:31])([CH3:30])[CH3:29])([C:22]2[CH:27]=[CH:26][CH:25]=[CH:24][CH:23]=2)[C:16]2[CH:21]=[CH:20][CH:19]=[CH:18][CH:17]=2)=[C:7]([CH:33]=[CH2:34])[CH:6]=1.C(Br)(Br)(Br)[Br:38].C1(P(C2C=CC=CC=2)C2C=CC=CC=2)C=CC=CC=1. The catalyst is ClCCl. The product is [CH3:36][N:2]([CH3:1])[C:3](=[O:35])[O:4][C:5]1[CH:10]=[CH:9][C:8]([C:11]([Br:38])([OH:32])[CH2:12][CH2:13][O:14][Si:15]([C:28]([CH3:29])([CH3:30])[CH3:31])([C:22]2[CH:23]=[CH:24][CH:25]=[CH:26][CH:27]=2)[C:16]2[CH:21]=[CH:20][CH:19]=[CH:18][CH:17]=2)=[C:7]([CH:33]=[CH2:34])[CH:6]=1. The yield is 0.780.